Dataset: Aqueous solubility values for 9,982 compounds from the AqSolDB database. Task: Regression/Classification. Given a drug SMILES string, predict its absorption, distribution, metabolism, or excretion properties. Task type varies by dataset: regression for continuous measurements (e.g., permeability, clearance, half-life) or binary classification for categorical outcomes (e.g., BBB penetration, CYP inhibition). For this dataset (solubility_aqsoldb), we predict Y. (1) The drug is CC(=O)Oc1ccccc1C(=O)OCS(C)(=O)=O. The Y is -3.39 log mol/L. (2) The drug is O=S(=O)(O)c1ccc2oc3ccccc3c2c1. The Y is -0.470 log mol/L. (3) The drug is CCCCCCCCCCCCN1CC(C(=O)O)CC1=O. The Y is -3.22 log mol/L. (4) The molecule is COC(=O)n1cnc2c1c(=O)n(C)c(=O)n2C. The Y is -1.24 log mol/L. (5) The drug is CCC(C)C(C)(C)C. The Y is -4.68 log mol/L. (6) The molecule is CCOC(=O)C(c1c(O)c2ccccc2oc1=O)c1c(O)c2ccccc2oc1=O. The Y is -3.66 log mol/L. (7) The compound is c1ccc2c(c1)ccc1cc3c(ccc4ccccc43)cc12. The Y is -8.67 log mol/L. (8) The compound is CC([NH3+])c1ccccc1.C[C@@H]1O[C@@H]1P(=O)([O-])O.O. The Y is -0.594 log mol/L. (9) The molecule is CC1CCCC(O)(C(C)C)C1. The Y is -0.240 log mol/L.